Dataset: Forward reaction prediction with 1.9M reactions from USPTO patents (1976-2016). Task: Predict the product of the given reaction. (1) Given the reactants [Br:1][C:2]1[C:3](=[O:17])[NH:4][C:5](=[O:16])[N:6]([CH2:8][CH2:9][C:10]2[CH:15]=[CH:14][CH:13]=[CH:12][CH:11]=2)[N:7]=1.I[CH2:19]CCC1C=CC=CC=1, predict the reaction product. The product is: [Br:1][C:2]1[C:3](=[O:17])[NH:4][C:5](=[O:16])[N:6]([CH2:8][CH2:9][CH2:10][C:15]2[CH:14]=[CH:13][CH:12]=[CH:11][CH:19]=2)[N:7]=1. (2) Given the reactants Cl[C:2]1[N:7]=[C:6]2[N:8]([CH3:11])[N:9]=[CH:10][C:5]2=[C:4]([NH:12][CH2:13][CH2:14][O:15][C:16]2[CH:21]=[CH:20][CH:19]=[CH:18][CH:17]=2)[N:3]=1.[NH:22]1[C:30]2[C:25](=[CH:26][CH:27]=[CH:28][CH:29]=2)[C:24](B2OC(C)(C)C(C)(C)O2)=[N:23]1, predict the reaction product. The product is: [NH:22]1[C:30]2[C:25](=[C:26]([C:2]3[N:7]=[C:6]4[N:8]([CH3:11])[N:9]=[CH:10][C:5]4=[C:4]([NH:12][CH2:13][CH2:14][O:15][C:16]4[CH:21]=[CH:20][CH:19]=[CH:18][CH:17]=4)[N:3]=3)[CH:27]=[CH:28][CH:29]=2)[CH:24]=[N:23]1. (3) Given the reactants [CH3:1][O:2][C:3](=[O:13])[C@H:4]([CH2:6][C:7]1[CH:12]=[CH:11][CH:10]=[CH:9][CH:8]=1)[NH2:5].[CH:14]1([C:20](Cl)=[O:21])[CH2:19][CH2:18][CH2:17][CH2:16][CH2:15]1, predict the reaction product. The product is: [CH3:1][O:2][C:3](=[O:13])[C@H:4]([CH2:6][C:7]1[CH:12]=[CH:11][CH:10]=[CH:9][CH:8]=1)[NH:5][C:20]([CH:14]1[CH2:19][CH2:18][CH2:17][CH2:16][CH2:15]1)=[O:21]. (4) Given the reactants Br[C:2]1[CH:3]=[C:4]([O:8][CH3:9])[CH:5]=[CH:6][CH:7]=1.[F:10][C:11]1[C:16]([CH:17]=[O:18])=[CH:15][CH:14]=[CH:13][C:12]=1B(O)O, predict the reaction product. The product is: [F:10][C:11]1[C:16]([CH:17]=[O:18])=[CH:15][CH:14]=[CH:13][C:12]=1[C:2]1[CH:7]=[CH:6][CH:5]=[C:4]([O:8][CH3:9])[CH:3]=1. (5) Given the reactants [CH3:1][N:2]1[C:7]2[C:8](C)=[CH:9][NH:10][C:6]=2[C:5](=[O:12])[N:4]([CH3:13])[C:3]1=[O:14].Br[CH2:16][C:17]([NH:19][C:20]1[S:21][CH:22]=[C:23]([C:25]2[CH:30]=[C:29]([F:31])[C:28]([O:32][CH2:33][CH2:34][C:35]([F:38])([F:37])[F:36])=[C:27]([F:39])[CH:26]=2)[N:24]=1)=[O:18].[H-].[Na+], predict the reaction product. The product is: [F:39][C:27]1[CH:26]=[C:25]([C:23]2[N:24]=[C:20]([NH:19][C:17](=[O:18])[CH2:16][N:10]3[C:6]4[C:5](=[O:12])[N:4]([CH3:13])[C:3](=[O:14])[N:2]([CH3:1])[C:7]=4[CH:8]=[CH:9]3)[S:21][CH:22]=2)[CH:30]=[C:29]([F:31])[C:28]=1[O:32][CH2:33][CH2:34][C:35]([F:36])([F:37])[F:38]. (6) Given the reactants [C:1]([OH:20])(=O)[CH2:2][CH2:3][CH2:4][CH2:5][CH2:6][CH2:7][CH2:8]/[CH:9]=[CH:10]\[CH2:11][CH2:12][CH2:13][CH2:14][CH2:15][CH2:16][CH2:17][CH3:18].[CH2:21]([CH2:23][NH2:24])[OH:22].O, predict the reaction product. The product is: [C:1]([NH:24][CH2:23][CH2:21][OH:22])(=[O:20])[CH2:2][CH2:3][CH2:4][CH2:5][CH2:6][CH2:7][CH2:8]/[CH:9]=[CH:10]\[CH2:11][CH2:12][CH2:13][CH2:14][CH2:15][CH2:16][CH2:17][CH3:18].